Dataset: Full USPTO retrosynthesis dataset with 1.9M reactions from patents (1976-2016). Task: Predict the reactants needed to synthesize the given product. (1) Given the product [NH2:1][C:2]1[N:6]([CH:7]2[CH2:12][CH2:11][CH2:10][N:9]([C:13]#[N:14])[CH2:8]2)[N:5]=[C:4]([C:15]2[CH:20]=[CH:19][C:18]([O:21][C:22]3[CH:27]=[CH:26][C:25]([CH3:34])=[CH:24][C:23]=3[F:29])=[CH:17][CH:16]=2)[C:3]=1[C:30]([NH2:32])=[O:31], predict the reactants needed to synthesize it. The reactants are: [NH2:1][C:2]1[N:6]([CH:7]2[CH2:12][CH2:11][CH2:10][N:9]([C:13]#[N:14])[CH2:8]2)[N:5]=[C:4]([C:15]2[CH:20]=[CH:19][C:18]([O:21][C:22]3[CH:27]=[CH:26][C:25](F)=[CH:24][C:23]=3[F:29])=[CH:17][CH:16]=2)[C:3]=1[C:30]([NH2:32])=[O:31].F[C:34]1C=C(C)C=CC=1O. (2) Given the product [Cl:1][CH2:2][C:3]([CH3:22])([CH3:21])[CH:4]([NH2:30])[CH2:5][C:6]1[CH:11]=[CH:10][C:9]([O:12][CH3:13])=[C:8]([O:14][CH2:15][CH2:16][CH2:17][O:18][CH3:19])[CH:7]=1, predict the reactants needed to synthesize it. The reactants are: [Cl:1][CH2:2][C:3]([CH3:22])([CH3:21])[C:4](=O)[CH2:5][C:6]1[CH:11]=[CH:10][C:9]([O:12][CH3:13])=[C:8]([O:14][CH2:15][CH2:16][CH2:17][O:18][CH3:19])[CH:7]=1.C([O-])(=O)C.[NH4+].[BH3-]C#[N:30].[Na+].